Dataset: Reaction yield outcomes from USPTO patents with 853,638 reactions. Task: Predict the reaction yield, written as a fraction of the theoretical maximum amount of product (1.0 means a 100% yield; for example, 0.34 means a 34% yield). (1) The reactants are [NH:1]1[CH:5]=[CH:4][C:3]([C:6]2[CH:13]=[CH:12][C:9]([C:10]#[N:11])=[CH:8][CH:7]=2)=[N:2]1.Br[C:15]1[CH:20]=[CH:19][C:18]([C:21](=[O:24])[CH2:22][CH3:23])=[CH:17][CH:16]=1.C([O-])([O-])=O.[Cs+].[Cs+]. The catalyst is [Cu]I.OC1C=CC=C2C=1N=CC=C2.CN(C=O)C.O. The product is [C:21]([C:18]1[CH:19]=[CH:20][C:15]([N:1]2[CH:5]=[CH:4][C:3]([C:6]3[CH:13]=[CH:12][C:9]([C:10]#[N:11])=[CH:8][CH:7]=3)=[N:2]2)=[CH:16][CH:17]=1)(=[O:24])[CH2:22][CH3:23]. The yield is 0.860. (2) The reactants are Br[C:2]1[CH:3]=[C:4]2[O:10][C:9]([NH:11][C:12]([O:14][C:15]([CH3:18])([CH3:17])[CH3:16])=[O:13])=[C:8]([C:19]([O:21][CH2:22][CH3:23])=[O:20])[C:5]2=[N:6][CH:7]=1.Br[Zn][CH:26]1[CH2:29][CH2:28][CH2:27]1.C1COCC1.C1(P(C2CCCCC2)C2C=CC=CC=2C2C(OC)=CC=CC=2OC)CCCCC1. The catalyst is CC([O-])=O.CC([O-])=O.[Pd+2]. The product is [C:15]([O:14][C:12]([NH:11][C:9]1[O:10][C:4]2[C:5](=[N:6][CH:7]=[C:2]([CH:26]3[CH2:29][CH2:28][CH2:27]3)[CH:3]=2)[C:8]=1[C:19]([O:21][CH2:22][CH3:23])=[O:20])=[O:13])([CH3:18])([CH3:17])[CH3:16]. The yield is 0.680.